From a dataset of TCR-epitope binding with 47,182 pairs between 192 epitopes and 23,139 TCRs. Binary Classification. Given a T-cell receptor sequence (or CDR3 region) and an epitope sequence, predict whether binding occurs between them. (1) The epitope is IQYIDIGNY. The TCR CDR3 sequence is CASSHGVLSNQPQHF. Result: 1 (the TCR binds to the epitope). (2) The epitope is GMFNMLSTVLGVS. The TCR CDR3 sequence is CASSLSQAVGVQPQHF. Result: 0 (the TCR does not bind to the epitope). (3) The epitope is PKYVKQNTLKLAT. The TCR CDR3 sequence is CASSLRTGLINTEAFF. Result: 1 (the TCR binds to the epitope). (4) The epitope is RQLLFVVEV. The TCR CDR3 sequence is CASSQLDRGSYEQYF. Result: 1 (the TCR binds to the epitope). (5) The epitope is KAYNVTQAF. The TCR CDR3 sequence is CASSSVTSPYDVNTEAFF. Result: 1 (the TCR binds to the epitope). (6) The epitope is GTITSGWTF. The TCR CDR3 sequence is CASSPRQGQEQYF. Result: 0 (the TCR does not bind to the epitope). (7) The epitope is VVYRGTTTY. The TCR CDR3 sequence is CASRGDLEGYTF. Result: 0 (the TCR does not bind to the epitope).